From a dataset of Full USPTO retrosynthesis dataset with 1.9M reactions from patents (1976-2016). Predict the reactants needed to synthesize the given product. (1) Given the product [C:20]([C:17]([C:13]1[CH:12]=[C:11]([CH:16]=[CH:15][CH:14]=1)[C:10]([NH:9][C:4]1[CH:5]=[CH:6][C:7]([CH3:8])=[C:2]([NH:1][C:25](=[O:26])[CH2:24][SH:23])[CH:3]=1)=[O:22])([CH3:19])[CH3:18])#[N:21], predict the reactants needed to synthesize it. The reactants are: [NH2:1][C:2]1[CH:3]=[C:4]([NH:9][C:10](=[O:22])[C:11]2[CH:16]=[CH:15][CH:14]=[C:13]([C:17]([C:20]#[N:21])([CH3:19])[CH3:18])[CH:12]=2)[CH:5]=[CH:6][C:7]=1[CH3:8].[SH:23][CH2:24][C:25](O)=[O:26]. (2) Given the product [Cl:39][C:32]1[CH:31]=[C:30]([C:27]2[CH:28]=[CH:29][N:25]([CH2:24][C@@H:23]([NH:22][C:11]([C:9]3[N:10]=[C:6]([CH:4]([O:3][CH2:1][CH3:2])[CH3:5])[N:7]([CH2:14][O:15][CH2:16][CH2:17][Si:18]([CH3:21])([CH3:20])[CH3:19])[CH:8]=3)=[O:13])[CH3:40])[N:26]=2)[CH:37]=[C:36]([F:38])[C:33]=1[C:34]#[N:35], predict the reactants needed to synthesize it. The reactants are: [CH2:1]([O:3][CH:4]([C:6]1[N:7]([CH2:14][O:15][CH2:16][CH2:17][Si:18]([CH3:21])([CH3:20])[CH3:19])[CH:8]=[C:9]([C:11]([OH:13])=O)[N:10]=1)[CH3:5])[CH3:2].[NH2:22][C@@H:23]([CH3:40])[CH2:24][N:25]1[CH:29]=[CH:28][C:27]([C:30]2[CH:37]=[C:36]([F:38])[C:33]([C:34]#[N:35])=[C:32]([Cl:39])[CH:31]=2)=[N:26]1.